Predict the reactants needed to synthesize the given product. From a dataset of Full USPTO retrosynthesis dataset with 1.9M reactions from patents (1976-2016). The reactants are: [CH3:1][O:2][C:3]1[CH:10]=[C:9]([N:11]2[CH:15]([CH3:16])[C:14](=[O:17])[C:13]([CH3:19])([CH3:18])[C:12]2=[O:20])[CH:8]=[CH:7][C:4]=1[C:5]#[N:6].[CH3:21][Mg]Br.C1COCC1. Given the product [OH:17][C@:14]1([CH3:21])[C:13]([CH3:19])([CH3:18])[C:12](=[O:20])[N:11]([C:9]2[CH:8]=[CH:7][C:4]([C:5]#[N:6])=[C:3]([O:2][CH3:1])[CH:10]=2)[C@@H:15]1[CH3:16], predict the reactants needed to synthesize it.